From a dataset of Forward reaction prediction with 1.9M reactions from USPTO patents (1976-2016). Predict the product of the given reaction. (1) The product is: [IH:16].[Cl:1][C:2]1[CH:7]=[CH:6][C:5]([NH:8][C:9](=[NH:11])[S:10][CH3:17])=[CH:4][C:3]=1[C:12]([F:15])([F:13])[F:14]. Given the reactants [Cl:1][C:2]1[CH:7]=[CH:6][C:5]([NH:8][C:9]([NH2:11])=[S:10])=[CH:4][C:3]=1[C:12]([F:15])([F:14])[F:13].[I:16][CH3:17], predict the reaction product. (2) Given the reactants [CH2:1]([S:8][C:9]1[CH:15]=[CH:14][C:13]([Cl:16])=[CH:12][C:10]=1[NH2:11])[C:2]1[CH:7]=[CH:6][CH:5]=[CH:4][CH:3]=1.[O:17]1[C:21]2[CH:22]=[CH:23][CH:24]=[CH:25][C:20]=2[CH:19]=[C:18]1[S:26](Cl)(=[O:28])=[O:27], predict the reaction product. The product is: [CH2:1]([S:8][C:9]1[CH:15]=[CH:14][C:13]([Cl:16])=[CH:12][C:10]=1[NH:11][S:26]([C:18]1[O:17][C:21]2[CH:22]=[CH:23][CH:24]=[CH:25][C:20]=2[CH:19]=1)(=[O:27])=[O:28])[C:2]1[CH:7]=[CH:6][CH:5]=[CH:4][CH:3]=1.